Dataset: Forward reaction prediction with 1.9M reactions from USPTO patents (1976-2016). Task: Predict the product of the given reaction. (1) Given the reactants [CH3:1][N:2]1[CH2:7][CH2:6][CH:5]([NH:8][CH3:9])[CH2:4][CH2:3]1.[Br:10][CH2:11][C:12](Br)=[O:13], predict the reaction product. The product is: [BrH:10].[CH3:9][N:8]([CH:5]1[CH2:6][CH2:7][N:2]([CH3:1])[CH2:3][CH2:4]1)[C:12](=[O:13])[CH2:11][Br:10]. (2) Given the reactants [CH3:1][S:2]([OH:5])(=[O:4])=[O:3].[CH3:6]/[C:7](/[CH:15]=[C:16]1/[C:17]([N:19]([CH2:23][C:24]([OH:26])=[O:25])[C:20]([S:22]/1)=[S:21])=[O:18])=[CH:8]\[C:9]1[CH:10]=[CH:11][CH:12]=[CH:13][CH:14]=1.Cl.[C:28](=[O:30])=O.C/[C:32](/[CH:40]=[C:41]1/[C:42]([N:44]([CH2:48][C:49](O)=O)[C:45](S/1)=S)=O)=C\C1C=CC=CC=1, predict the reaction product. The product is: [CH3:6]/[C:7](/[CH:15]=[C:16]1/[C:17]([N:19]([CH2:23][C:24]([OH:26])=[O:25])[C:20]([S:22]/1)=[S:21])=[O:18])=[CH:8]\[C:9]1[CH:10]=[CH:11][CH:12]=[CH:13][CH:14]=1.[CH3:7][CH2:8][C:9]1[CH:14]=[CH:13][C:12]([C:28]([CH:49]([CH2:48][N:44]2[CH2:45][CH2:32][CH2:40][CH2:41][CH2:42]2)[CH3:1])=[O:30])=[CH:11][CH:10]=1.[S:2]([O-:5])(=[O:4])(=[O:3])[CH3:1]. (3) Given the reactants P(Cl)(Cl)([Cl:3])=O.[Cl:6][C:7]1[CH:8]=[C:9]([C:13]2[C:14]3[CH:22]=[C:21]([CH3:23])[S:20][C:15]=3[N:16]=[C:17](O)[N:18]=2)[CH:10]=[CH:11][CH:12]=1, predict the reaction product. The product is: [Cl:3][C:17]1[N:18]=[C:13]([C:9]2[CH:10]=[CH:11][CH:12]=[C:7]([Cl:6])[CH:8]=2)[C:14]2[CH:22]=[C:21]([CH3:23])[S:20][C:15]=2[N:16]=1. (4) Given the reactants [NH2:1][C:2]1[CH:3]=[C:4]([CH:8]=[CH:9][C:10]=1[C:11]#[N:12])[C:5]([OH:7])=O.[C:13]([C:15]1[CH:20]=[CH:19][C:18]([CH:21]2[CH2:26][CH2:25][NH:24][CH2:23][CH2:22]2)=[CH:17][CH:16]=1)#[N:14], predict the reaction product. The product is: [NH2:1][C:2]1[CH:3]=[C:4]([C:5]([N:24]2[CH2:25][CH2:26][CH:21]([C:18]3[CH:17]=[CH:16][C:15]([C:13]#[N:14])=[CH:20][CH:19]=3)[CH2:22][CH2:23]2)=[O:7])[CH:8]=[CH:9][C:10]=1[C:11]#[N:12].